From a dataset of Reaction yield outcomes from USPTO patents with 853,638 reactions. Predict the reaction yield, written as a fraction of the theoretical maximum amount of product (1.0 means a 100% yield; for example, 0.34 means a 34% yield). The reactants are [F:1][C:2]([F:36])([F:35])[O:3][C:4]1[CH:9]=[CH:8][C:7]([N:10]2[CH:14]=[N:13][C:12]([C:15]3[CH:20]=[CH:19][C:18]([CH2:21][CH2:22][CH2:23][N:24]4C(=O)C5C(=CC=CC=5)C4=O)=[CH:17][CH:16]=3)=[N:11]2)=[CH:6][CH:5]=1.CO.O.NN. The catalyst is ClCCl. The product is [F:36][C:2]([F:1])([F:35])[O:3][C:4]1[CH:5]=[CH:6][C:7]([N:10]2[CH:14]=[N:13][C:12]([C:15]3[CH:20]=[CH:19][C:18]([CH2:21][CH2:22][CH2:23][NH2:24])=[CH:17][CH:16]=3)=[N:11]2)=[CH:8][CH:9]=1. The yield is 0.950.